Dataset: Forward reaction prediction with 1.9M reactions from USPTO patents (1976-2016). Task: Predict the product of the given reaction. (1) The product is: [CH2:3]([C:7]1[C:11]([CH2:12][O:13][C:19]2[N:18]=[N:17][C:16]([Cl:15])=[CH:21][CH:20]=2)=[C:10]([CH3:14])[O:9][N:8]=1)[CH2:4][CH2:5][CH3:6]. Given the reactants [H-].[Na+].[CH2:3]([C:7]1[C:11]([CH2:12][OH:13])=[C:10]([CH3:14])[O:9][N:8]=1)[CH2:4][CH2:5][CH3:6].[Cl:15][C:16]1[N:17]=[N:18][C:19](Cl)=[CH:20][CH:21]=1, predict the reaction product. (2) Given the reactants [CH3:1][O:2][C:3]1[CH:4]=[C:5]([CH:27]=[C:28]([O:32][CH3:33])[C:29]=1[O:30][CH3:31])[C:6]([N:8]1[CH2:12][CH2:11][C:10]([C:19]2[CH:24]=[CH:23][C:22]([Cl:25])=[C:21]([Cl:26])[CH:20]=2)([CH2:13][CH2:14][O:15]C(=O)C)[CH2:9]1)=[O:7].[OH-].[Li+], predict the reaction product. The product is: [CH3:1][O:2][C:3]1[CH:4]=[C:5]([CH:27]=[C:28]([O:32][CH3:33])[C:29]=1[O:30][CH3:31])[C:6]([N:8]1[CH2:12][CH2:11][C@@:10]([C:19]2[CH:24]=[CH:23][C:22]([Cl:25])=[C:21]([Cl:26])[CH:20]=2)([CH2:13][CH2:14][OH:15])[CH2:9]1)=[O:7]. (3) The product is: [CH:13]1([N:10]2[CH2:9][C:8]3([CH2:19][CH2:18]3)[C:7](=[O:20])[N:6]([CH3:21])[C:5]3[CH:4]=[N:3][C:2]([NH:22][C:23]4[CH:39]=[CH:38][C:26]([C:27]([NH:29][CH:30]5[CH2:31][CH2:32][N:33]([CH2:36][CH3:37])[CH2:34][CH2:35]5)=[O:28])=[CH:25][C:24]=4[F:40])=[N:12][C:11]2=3)[CH2:17][CH2:16][CH2:15][CH2:14]1. Given the reactants Cl[C:2]1[N:3]=[CH:4][C:5]2[N:6]([CH3:21])[C:7](=[O:20])[C:8]3([CH2:19][CH2:18]3)[CH2:9][N:10]([CH:13]3[CH2:17][CH2:16][CH2:15][CH2:14]3)[C:11]=2[N:12]=1.[NH2:22][C:23]1[CH:39]=[CH:38][C:26]([C:27]([NH:29][CH:30]2[CH2:35][CH2:34][N:33]([CH2:36][CH3:37])[CH2:32][CH2:31]2)=[O:28])=[CH:25][C:24]=1[F:40].O.C1(C)C=CC(S(O)(=O)=O)=CC=1, predict the reaction product. (4) The product is: [C:13]1([N:3]2[C:7]3=[N:8][CH:9]=[CH:10][CH:11]=[C:6]3[CH:5]=[CH:4]2)[C:22]2[C:17](=[CH:18][CH:19]=[CH:20][CH:21]=2)[CH:16]=[CH:15][N:14]=1. Given the reactants [H-].[Na+].[NH:3]1[C:7]2=[N:8][CH:9]=[CH:10][CH:11]=[C:6]2[CH:5]=[CH:4]1.Cl[C:13]1[C:22]2[C:17](=[CH:18][CH:19]=[CH:20][CH:21]=2)[CH:16]=[CH:15][N:14]=1, predict the reaction product. (5) Given the reactants ClC1C=CC=C(F)C=1COC1N(C2C=CC=CC=2C(F)(F)F)C(SCC2C(F)=CC=CC=2Cl)=NN=1.[Cl:36][C:37]1[CH:38]=[C:39]([N:43]2[C:47]([S:48][CH2:49][C:50]3[CH:55]=[CH:54][C:53]([Cl:56])=[CH:52][C:51]=3[Cl:57])=[N:46][N:45]=[C:44]2[OH:58])[CH:40]=[CH:41][CH:42]=1.Br[CH2:60][C:61]1[CH:66]=[CH:65][CH:64]=[C:63]([F:67])[C:62]=1[F:68].C[O-].[Na+], predict the reaction product. The product is: [Cl:36][C:37]1[CH:38]=[C:39]([N:43]2[C:44]([O:58][CH2:60][C:61]3[CH:66]=[CH:65][CH:64]=[C:63]([F:67])[C:62]=3[F:68])=[N:45][N:46]=[C:47]2[S:48][CH2:49][C:50]2[CH:55]=[CH:54][C:53]([Cl:56])=[CH:52][C:51]=2[Cl:57])[CH:40]=[CH:41][CH:42]=1. (6) The product is: [Br:1][C:2]1[S:3][C:4]([NH:32][C:33](=[O:39])[O:34][C:35]([CH3:38])([CH3:36])[CH3:37])=[C:5]([C:7](=[O:31])[NH:8][C:9]2[CH:10]=[N:11][N:12]([CH2:43][CH:40]3[CH2:42][CH2:41]3)[C:13]=2[N:14]2[CH2:20][CH2:19][CH2:18][C@@H:17]([NH:21][C:22](=[O:27])[C:23]([F:26])([F:25])[F:24])[CH2:16][CH2:15]2)[N:6]=1. Given the reactants [Br:1][C:2]1[S:3][C:4]([NH:32][C:33](=[O:39])[O:34][C:35]([CH3:38])([CH3:37])[CH3:36])=[C:5]([C:7](=[O:31])[NH:8][C:9]2[CH:10]=[N:11][N:12](C3CC3)[C:13]=2[N:14]2[CH2:20][CH2:19][CH2:18][C@@H:17]([NH:21][C:22](=[O:27])[C:23]([F:26])([F:25])[F:24])[CH2:16][CH2:15]2)[N:6]=1.[CH:40]1([CH2:43]N2C(N3CCC[C@@H](NC(=O)C(F)(F)F)CC3)=C([N+]([O-])=O)C=N2)[CH2:42][CH2:41]1, predict the reaction product. (7) Given the reactants [OH:1][C:2]1[CH:3]=[C:4]([CH2:9][C:10]#[N:11])[CH:5]=[CH:6][C:7]=1[CH3:8].C([O-])([O-])=O.[K+].[K+].[CH3:18][C:19]1[CH:26]=[CH:25][CH:24]=[C:23]([CH3:27])[C:20]=1[CH2:21]Cl, predict the reaction product. The product is: [CH3:18][C:19]1[CH:26]=[CH:25][CH:24]=[C:23]([CH3:27])[C:20]=1[CH2:21][O:1][C:2]1[CH:3]=[C:4]([CH2:9][C:10]#[N:11])[CH:5]=[CH:6][C:7]=1[CH3:8]. (8) Given the reactants C(N1C=CN=C1)(N1C=CN=C1)=O.[CH:13]1([CH2:16][C:17]([OH:19])=O)[CH2:15][CH2:14]1.C(=O)=O.[CH3:23][N:24]([CH3:40])[C:25]1([C:35]2[S:36][CH:37]=[CH:38][CH:39]=2)[CH2:34][CH2:33][C:28]2([CH2:32][CH2:31][NH:30][CH2:29]2)[CH2:27][CH2:26]1, predict the reaction product. The product is: [CH:13]1([CH2:16][C:17]([N:30]2[CH2:29][C:28]3([CH2:33][CH2:34][C:25]([N:24]([CH3:40])[CH3:23])([C:35]4[S:36][CH:37]=[CH:38][CH:39]=4)[CH2:26][CH2:27]3)[CH2:32][CH2:31]2)=[O:19])[CH2:14][CH2:15]1. (9) Given the reactants [Cl:1][CH2:2][C:3]1[CH:4]=[C:5]([CH:13]=[CH:14][CH:15]=1)[C:6]([O:8][C:9]([CH3:12])([CH3:11])[CH3:10])=[O:7].Cl.[NH2:17][CH2:18][C:19]([O:21][C:22]([CH3:25])([CH3:24])[CH3:23])=[O:20].C(N(CC)CC)C.O, predict the reaction product. The product is: [ClH:1].[C:22]([O:21][C:19](=[O:20])[CH2:18][NH:17][CH2:2][C:3]1[CH:4]=[C:5]([CH:13]=[CH:14][CH:15]=1)[C:6]([O:8][C:9]([CH3:12])([CH3:11])[CH3:10])=[O:7])([CH3:25])([CH3:24])[CH3:23].